The task is: Predict the reaction yield, written as a fraction of the theoretical maximum amount of product (1.0 means a 100% yield; for example, 0.34 means a 34% yield).. This data is from Reaction yield outcomes from USPTO patents with 853,638 reactions. (1) The product is [CH2:26]([O:29][N:30]([C@H:13]1[CH2:12][N:11]([C:19]([O:21][C:22]([CH3:23])([CH3:25])[CH3:24])=[O:20])[C@H:10]([CH2:9][O:8][Si:1]([C:4]([CH3:5])([CH3:6])[CH3:7])([CH3:2])[CH3:3])[C:15]([CH2:16][CH3:17])=[CH:14]1)[S:31]([C:34]1[CH:39]=[CH:38][CH:37]=[CH:36][C:35]=1[N+:40]([O-:42])=[O:41])(=[O:33])=[O:32])[CH:27]=[CH2:28]. The yield is 0.668. The reactants are [Si:1]([O:8][CH2:9][C@@H:10]1[C:15]([CH2:16][CH3:17])=[CH:14][C@H:13](O)[CH2:12][N:11]1[C:19]([O:21][C:22]([CH3:25])([CH3:24])[CH3:23])=[O:20])([C:4]([CH3:7])([CH3:6])[CH3:5])([CH3:3])[CH3:2].[CH2:26]([O:29][NH:30][S:31]([C:34]1[CH:39]=[CH:38][CH:37]=[CH:36][C:35]=1[N+:40]([O-:42])=[O:41])(=[O:33])=[O:32])[CH:27]=[CH2:28].C1(P(C2C=CC=CC=2)C2C=CC=CC=2)C=CC=CC=1.N(/C(OC(C)C)=O)=N\C(OC(C)C)=O. The catalyst is C1(C)C=CC=CC=1. (2) The reactants are [C:1]([C:4]1[CH:9]=[CH:8][C:7]([S:10]([NH:13][O:14][Si:15]([C:18]([CH3:21])([CH3:20])[CH3:19])([CH3:17])[CH3:16])(=[O:12])=[O:11])=[CH:6][CH:5]=1)(=[O:3])[CH3:2].[CH3:22][O:23][C:24]1[CH:31]=[C:30]([O:32][CH3:33])[C:29]([C:34]2[N:35]([CH3:43])[C:36]3[C:41]([CH:42]=2)=[CH:40][CH:39]=[CH:38][CH:37]=3)=[CH:28][C:25]=1[CH:26]=O. The catalyst is CO.C(Cl)Cl. The product is [CH3:22][O:23][C:24]1[CH:31]=[C:30]([O:32][CH3:33])[C:29]([C:34]2[N:35]([CH3:43])[C:36]3[C:41]([CH:42]=2)=[CH:40][CH:39]=[CH:38][CH:37]=3)=[CH:28][C:25]=1/[CH:26]=[CH:2]/[C:1]([C:4]1[CH:5]=[CH:6][C:7]([S:10]([NH:13][O:14][Si:15]([C:18]([CH3:21])([CH3:20])[CH3:19])([CH3:17])[CH3:16])(=[O:11])=[O:12])=[CH:8][CH:9]=1)=[O:3]. The yield is 0.190. (3) The reactants are [F:1][C:2]1[CH:7]=[C:6]([F:8])[CH:5]=[CH:4][C:3]=1[N:9]1[CH:18]([C:19](OCC)=[O:20])[C:17]2[C:13]3=[C:14]([C:24](=[O:28])[N:25]([CH3:27])[CH:26]=[C:12]3[C:11]3[CH:29]=[C:30]([CH2:33][S:34]([CH3:37])(=[O:36])=[O:35])[CH:31]=[CH:32][C:10]1=3)[NH:15][CH:16]=2.[H-].[Al+3].[Li+].[H-].[H-].[H-]. The catalyst is O1CCCC1. The product is [F:1][C:2]1[CH:7]=[C:6]([F:8])[CH:5]=[CH:4][C:3]=1[N:9]1[CH:18]([CH2:19][OH:20])[C:17]2[C:13]3=[C:14]([C:24](=[O:28])[N:25]([CH3:27])[CH:26]=[C:12]3[C:11]3[CH:29]=[C:30]([CH2:33][S:34]([CH3:37])(=[O:35])=[O:36])[CH:31]=[CH:32][C:10]1=3)[NH:15][CH:16]=2. The yield is 0.640. (4) The reactants are [N+:1]([C:4]1[CH:8]=[N:7][NH:6][C:5]=1[NH2:9])([O-:3])=[O:2].CN(C)[CH:12]=[CH:13][C:14]([C:16]1[CH:17]=[C:18]([N:22]([CH2:34][CH2:35][CH3:36])[S:23]([C:26]2[CH:31]=[CH:30][C:29]([O:32][CH3:33])=[CH:28][CH:27]=2)(=[O:25])=[O:24])[CH:19]=[CH:20][CH:21]=1)=O.C(OCC)(=O)C. The catalyst is C(O)(=O)C. The product is [N+:1]([C:4]1[CH:8]=[N:7][N:6]2[C:14]([C:16]3[CH:17]=[C:18]([N:22]([CH2:34][CH2:35][CH3:36])[S:23]([C:26]4[CH:27]=[CH:28][C:29]([O:32][CH3:33])=[CH:30][CH:31]=4)(=[O:25])=[O:24])[CH:19]=[CH:20][CH:21]=3)=[CH:13][CH:12]=[N:9][C:5]=12)([O-:3])=[O:2]. The yield is 0.570. (5) The reactants are [C:1]([NH:4][C:5]1[C:14]([NH2:15])=[CH:13][C:8]([C:9]([O:11]C)=[O:10])=[C:7]([OH:16])[C:6]=1[Br:17])(=[O:3])[CH3:2].Cl. The catalyst is [OH-].[Na+]. The product is [C:1]([NH:4][C:5]1[C:14]([NH2:15])=[CH:13][C:8]([C:9]([OH:11])=[O:10])=[C:7]([OH:16])[C:6]=1[Br:17])(=[O:3])[CH3:2]. The yield is 0.900. (6) The reactants are Cl[C:2]1[N:3]=[CH:4][C:5]([C:8]([N:10]2[CH2:15][CH2:14][C:13]3[NH:16][C:17]([C:19]4[C:27]5[C:22](=[CH:23][C:24]([C:28]6[CH:33]=[C:32]([F:34])[C:31]([OH:35])=[CH:30][C:29]=6[CH2:36][CH3:37])=[CH:25][CH:26]=5)[NH:21][N:20]=4)=[N:18][C:12]=3[CH2:11]2)=[O:9])=[N:6][CH:7]=1.[N:38]1([CH2:44][CH2:45][NH2:46])[CH2:43][CH2:42][O:41][CH2:40][CH2:39]1. No catalyst specified. The product is [CH2:36]([C:29]1[CH:30]=[C:31]([OH:35])[C:32]([F:34])=[CH:33][C:28]=1[C:24]1[CH:23]=[C:22]2[C:27]([C:19]([C:17]3[NH:16][C:13]4[CH2:14][CH2:15][N:10]([C:8]([C:5]5[CH:4]=[N:3][C:2]([NH:46][CH2:45][CH2:44][N:38]6[CH2:43][CH2:42][O:41][CH2:40][CH2:39]6)=[CH:7][N:6]=5)=[O:9])[CH2:11][C:12]=4[N:18]=3)=[N:20][NH:21]2)=[CH:26][CH:25]=1)[CH3:37]. The yield is 0.280.